Task: Predict the reactants needed to synthesize the given product.. Dataset: Full USPTO retrosynthesis dataset with 1.9M reactions from patents (1976-2016) Given the product [Br:1][C:2]1[CH:7]=[CH:6][C:5]([NH:8][C:9]([O:11][CH:12]2[CH2:17][CH2:16][CH2:15][N:14]([C:18]([O:20][C:21]([CH3:24])([CH3:23])[CH3:22])=[O:19])[CH2:13]2)=[O:10])=[CH:4][CH:3]=1, predict the reactants needed to synthesize it. The reactants are: [Br:1][C:2]1[CH:7]=[CH:6][C:5]([N:8]=[C:9]=[O:10])=[CH:4][CH:3]=1.[OH:11][CH:12]1[CH2:17][CH2:16][CH2:15][N:14]([C:18]([O:20][C:21]([CH3:24])([CH3:23])[CH3:22])=[O:19])[CH2:13]1.